This data is from Reaction yield outcomes from USPTO patents with 853,638 reactions. The task is: Predict the reaction yield, written as a fraction of the theoretical maximum amount of product (1.0 means a 100% yield; for example, 0.34 means a 34% yield). (1) The reactants are Cl[C:2]1[CH:7]=[C:6]([C:8]2[CH:13]=[CH:12][CH:11]=[C:10]([Cl:14])[CH:9]=2)[N:5]=[C:4]2[CH2:15][CH2:16][CH2:17][C:3]=12.[NH2:18][C:19]1[CH:33]=[CH:32][C:22]([CH2:23][C:24]([CH3:31])([C:28]([NH2:30])=[O:29])[C:25]([NH2:27])=[O:26])=[CH:21][CH:20]=1.Cl.O1CCOCC1. The catalyst is CN1C(=O)CCC1.O.C(=O)(O)[O-].[Na+].ClCCl.CO. The product is [Cl:14][C:10]1[CH:9]=[C:8]([C:6]2[N:5]=[C:4]3[CH2:15][CH2:16][CH2:17][C:3]3=[C:2]([NH:18][C:19]3[CH:20]=[CH:21][C:22]([CH2:23][C:24]([CH3:31])([C:25]([NH2:27])=[O:26])[C:28]([NH2:30])=[O:29])=[CH:32][CH:33]=3)[CH:7]=2)[CH:13]=[CH:12][CH:11]=1. The yield is 0.720. (2) The reactants are [OH:1][CH2:2][C:3]([CH3:29])([CH3:28])[CH2:4][NH:5][C:6]([C:8]1[C:12]([NH:13][C:14]([C:16]2[CH:21]=[CH:20][CH:19]=[CH:18][N:17]=2)=[O:15])=[CH:11][N:10](C2CCCCO2)[N:9]=1)=[O:7].O.C1(C)C=CC(S(O)(=O)=O)=CC=1.C(=O)([O-])O.[Na+]. The catalyst is C(O)C. The product is [OH:1][CH2:2][C:3]([CH3:29])([CH3:28])[CH2:4][NH:5][C:6]([C:8]1[C:12]([NH:13][C:14]([C:16]2[CH:21]=[CH:20][CH:19]=[CH:18][N:17]=2)=[O:15])=[CH:11][NH:10][N:9]=1)=[O:7]. The yield is 0.710. (3) The reactants are [CH2:1]([O:8][C:9]1[CH:10]=[CH:11][C:12]([OH:17])=[C:13]([CH:16]=1)[CH:14]=[O:15])[C:2]1[CH:7]=[CH:6][CH:5]=[CH:4][CH:3]=1.Br[C:19]([CH3:26])([CH3:25])[C:20]([O:22][CH2:23][CH3:24])=[O:21].C(=O)([O-])[O-].[Cs+].[Cs+]. The catalyst is CN(C=O)C. The product is [CH2:23]([O:22][C:20](=[O:21])[C:19]([O:17][C:12]1[CH:11]=[CH:10][C:9]([O:8][CH2:1][C:2]2[CH:3]=[CH:4][CH:5]=[CH:6][CH:7]=2)=[CH:16][C:13]=1[CH:14]=[O:15])([CH3:26])[CH3:25])[CH3:24]. The yield is 0.890. (4) The reactants are [C:1]([C:5]1[CH:10]=[C:9](Br)[C:8]([N+:12]([O-:14])=[O:13])=[CH:7][C:6]=1[O:15][CH3:16])([CH3:4])([CH3:3])[CH3:2].[F-:17].[K+].[K+].[Br-].Cl[C:22]([F:28])([F:27])C(OC)=O. The catalyst is CN(C=O)C.O.[Cu]I. The product is [C:1]([C:5]1[CH:10]=[C:9]([C:22]([F:28])([F:17])[F:27])[C:8]([N+:12]([O-:14])=[O:13])=[CH:7][C:6]=1[O:15][CH3:16])([CH3:4])([CH3:3])[CH3:2]. The yield is 0.610. (5) No catalyst specified. The reactants are [NH2:1][C:2]1[CH:7]=[CH:6][CH:5]=[CH:4][C:3]=1[NH:8][C:9](=[O:32])[C:10]1[CH:15]=[CH:14][C:13]([CH2:16][NH:17][C:18](=[O:31])[C:19]2[CH:24]=[C:23]([O:25][CH3:26])[C:22]([O:27][CH3:28])=[C:21](Br)[C:20]=2[CH3:30])=[CH:12][CH:11]=1.[C:33]1(B(O)O)[CH:38]=[CH:37][CH:36]=[CH:35][CH:34]=1. The yield is 0.560. The product is [NH2:1][C:2]1[CH:7]=[CH:6][CH:5]=[CH:4][C:3]=1[NH:8][C:9](=[O:32])[C:10]1[CH:15]=[CH:14][C:13]([CH2:16][NH:17][C:18](=[O:31])[C:19]2[CH:24]=[C:23]([O:25][CH3:26])[C:22]([O:27][CH3:28])=[C:21]([C:33]3[CH:38]=[CH:37][CH:36]=[CH:35][CH:34]=3)[C:20]=2[CH3:30])=[CH:12][CH:11]=1. (6) The reactants are [OH:1][CH2:2][C@H:3]1[N:13]2[C:14]3[N:5]([C:6](=[O:17])[CH2:7][CH:8]([CH3:16])[C:9]=3[CH:10]=[CH:11][C:12]2=[O:15])[CH2:4]1.C(N(CC)CC)C.[CH3:25][S:26](Cl)(=[O:28])=[O:27]. The catalyst is ClCCl. The product is [CH3:25][S:26]([O:1][CH2:2][C@H:3]1[N:13]2[C:14]3[N:5]([C:6](=[O:17])[CH2:7][CH:8]([CH3:16])[C:9]=3[CH:10]=[CH:11][C:12]2=[O:15])[CH2:4]1)(=[O:28])=[O:27]. The yield is 0.980.